This data is from Full USPTO retrosynthesis dataset with 1.9M reactions from patents (1976-2016). The task is: Predict the reactants needed to synthesize the given product. (1) Given the product [CH2:11]([C@H:18]1[CH2:22][O:21][C:20](=[O:23])[N:19]1[C:6](=[O:8])[CH2:5][CH2:4][CH2:3][C:2]([F:1])([F:10])[F:9])[C:12]1[CH:13]=[CH:14][CH:15]=[CH:16][CH:17]=1, predict the reactants needed to synthesize it. The reactants are: [F:1][C:2]([F:10])([F:9])[CH2:3][CH2:4][CH2:5][C:6]([OH:8])=O.[CH2:11]([C@H:18]1[CH2:22][O:21][C:20](=[O:23])[NH:19]1)[C:12]1[CH:17]=[CH:16][CH:15]=[CH:14][CH:13]=1. (2) The reactants are: C1N=CN(C(N2C=NC=C2)=O)C=1.[CH2:13]([O:15][P:16]([CH2:21][C:22]([OH:24])=O)([O:18][CH2:19][CH3:20])=[O:17])[CH3:14].[Cl:25][C:26]1[CH:31]=[CH:30][C:29]([NH:32][C:33]2[C:34]3[CH:42]=[C:41]([NH2:43])[N:40]=[CH:39][C:35]=3[N:36]=[CH:37][N:38]=2)=[CH:28][C:27]=1[C:44]#[CH:45].CC(N(C)C)=O. Given the product [Cl:25][C:26]1[CH:31]=[CH:30][C:29]([NH:32][C:33]2[C:34]3[CH:42]=[C:41]([NH:43][C:22](=[O:24])[CH2:21][P:16](=[O:17])([O:15][CH2:13][CH3:14])[O:18][CH2:19][CH3:20])[N:40]=[CH:39][C:35]=3[N:36]=[CH:37][N:38]=2)=[CH:28][C:27]=1[C:44]#[CH:45], predict the reactants needed to synthesize it. (3) Given the product [C:1]([C:3]1[C:4]([N:15]2[CH2:16][CH2:17][CH:18]([CH2:21][C:22](=[O:24])[NH:55][S:52]([C:46]3[CH:51]=[CH:50][CH:49]=[CH:48][CH:47]=3)(=[O:54])=[O:53])[CH2:19][CH2:20]2)=[N:5][C:6]([CH3:14])=[C:7]([CH:8]=1)[C:9]([O:11][CH2:12][CH3:13])=[O:10])#[N:2], predict the reactants needed to synthesize it. The reactants are: [C:1]([C:3]1[C:4]([N:15]2[CH2:20][CH2:19][CH:18]([CH2:21][C:22]([OH:24])=O)[CH2:17][CH2:16]2)=[N:5][C:6]([CH3:14])=[C:7]([C:9]([O:11][CH2:12][CH3:13])=[O:10])[CH:8]=1)#[N:2].CCN=C=NCCCN(C)C.C1C=CC2N(O)N=NC=2C=1.[C:46]1([S:52]([NH2:55])(=[O:54])=[O:53])[CH:51]=[CH:50][CH:49]=[CH:48][CH:47]=1.CCN(C(C)C)C(C)C. (4) Given the product [CH3:25][C:20]1([CH3:24])[CH2:19][C:18]2([CH2:26][CH2:27][CH2:28][N:16]([CH:13]3[CH2:12][CH2:11][N:10]([C:8]([C:7]4[C:2]([NH:1][C:38]([NH:37][CH2:35][CH3:36])=[O:39])=[N:3][CH:4]=[C:5]([C:29]5[CH:30]=[CH:31][CH:32]=[CH:33][CH:34]=5)[CH:6]=4)=[O:9])[CH2:15][CH2:14]3)[CH2:17]2)[C:22](=[O:23])[O:21]1, predict the reactants needed to synthesize it. The reactants are: [NH2:1][C:2]1[C:7]([C:8]([N:10]2[CH2:15][CH2:14][CH:13]([N:16]3[CH2:28][CH2:27][CH2:26][C:18]4([C:22](=[O:23])[O:21][C:20]([CH3:25])([CH3:24])[CH2:19]4)[CH2:17]3)[CH2:12][CH2:11]2)=[O:9])=[CH:6][C:5]([C:29]2[CH:34]=[CH:33][CH:32]=[CH:31][CH:30]=2)=[CH:4][N:3]=1.[CH2:35]([N:37]=[C:38]=[O:39])[CH3:36].C(OC(C)C)(C)C. (5) Given the product [NH2:43][C:44]1[CH:49]=[C:48]([C:50]2[C:51]([C:64]3[CH:69]=[CH:68][CH:67]=[C:66]([F:35])[CH:65]=3)=[N:52][N:53]([C:55]3[CH:56]=[CH:57][C:58]4[N:59]([CH:61]=[N:62][N:63]=4)[N:60]=3)[CH:54]=2)[CH:47]=[CH:46][N:45]=1, predict the reactants needed to synthesize it. The reactants are: C(OC(NC1C=C(C2C(C3C=CC=CC=3[F:35])=NN(C3C=CC4N(C=NN=4)N=3)C=2)C=CN=1)=O)(C)(C)C.C(OC([NH:43][C:44]1[CH:49]=[C:48]([C:50]2[C:51]([C:64]3[CH:69]=[CH:68][CH:67]=[CH:66][CH:65]=3)=[N:52][N:53]([C:55]3[CH:56]=[CH:57][C:58]4[N:59]([CH:61]=[N:62][N:63]=4)[N:60]=3)[CH:54]=2)[CH:47]=[CH:46][N:45]=1)=O)(C)(C)C.